This data is from Peptide-MHC class I binding affinity with 185,985 pairs from IEDB/IMGT. The task is: Regression. Given a peptide amino acid sequence and an MHC pseudo amino acid sequence, predict their binding affinity value. This is MHC class I binding data. (1) The peptide sequence is ISFLLSPA. The MHC is H-2-Kb with pseudo-sequence H-2-Kb. The binding affinity (normalized) is 0.355. (2) The peptide sequence is SNFTSTTVK. The MHC is HLA-A03:01 with pseudo-sequence HLA-A03:01. The binding affinity (normalized) is 0.126. (3) The peptide sequence is RVIGYILFF. The MHC is HLA-C15:02 with pseudo-sequence YYAGYRENYRQTDVNKLYIRYDLYTWAELAYTWY. The binding affinity (normalized) is 0.258.